Regression. Given a peptide amino acid sequence and an MHC pseudo amino acid sequence, predict their binding affinity value. This is MHC class I binding data. From a dataset of Peptide-MHC class I binding affinity with 185,985 pairs from IEDB/IMGT. The peptide sequence is ELIKELPGY. The MHC is HLA-B58:01 with pseudo-sequence HLA-B58:01. The binding affinity (normalized) is 0.0847.